Dataset: Forward reaction prediction with 1.9M reactions from USPTO patents (1976-2016). Task: Predict the product of the given reaction. (1) Given the reactants [OH:1][C:2]1[CH:3]=[CH:4][C:5]([N+:11]([O-:13])=[O:12])=[C:6]([CH:10]=1)[C:7]([OH:9])=[O:8].[CH2:14](OC(=O)C1C=C(OCCOC)C(OCCOC)=CC=1N)C.S(Cl)(Cl)=O.C(=O)([O-])O.[Na+], predict the reaction product. The product is: [CH3:14][O:8][C:7](=[O:9])[C:6]1[CH:10]=[C:2]([OH:1])[CH:3]=[CH:4][C:5]=1[N+:11]([O-:13])=[O:12]. (2) The product is: [CH2:40]([N:42]([CH2:43][CH2:44][CH3:45])[CH2:2][CH2:3][CH2:4][O:5][C:6]1[CH:7]=[C:8]([N:12]2[C:16]3[CH:17]=[CH:18][C:19]([F:21])=[CH:20][C:15]=3[C:14](=[N:22][C:23]3[CH:28]=[CH:27][CH:26]=[C:25]([C:29]([F:32])([F:31])[F:30])[CH:24]=3)[C:13]2=[O:33])[CH:9]=[CH:10][CH:11]=1)[CH3:41]. Given the reactants Br[CH2:2][CH2:3][CH2:4][O:5][C:6]1[CH:7]=[C:8]([N:12]2[C:16]3[CH:17]=[CH:18][C:19]([F:21])=[CH:20][C:15]=3[C:14](=[N:22][C:23]3[CH:28]=[CH:27][CH:26]=[C:25]([C:29]([F:32])([F:31])[F:30])[CH:24]=3)[C:13]2=[O:33])[CH:9]=[CH:10][CH:11]=1.C([O-])([O-])=O.[K+].[K+].[CH2:40]([NH:42][CH2:43][CH2:44][CH3:45])[CH3:41].CCOC(C)=O, predict the reaction product. (3) Given the reactants [O:1]1[CH2:6][CH2:5][CH:4]([OH:7])[CH2:3][CH2:2]1.[H-].[Na+].[Br:10][C:11]1[CH:12]=[CH:13][C:14](Cl)=[N:15][CH:16]=1.O, predict the reaction product. The product is: [Br:10][C:11]1[CH:12]=[CH:13][C:14]([O:7][CH:4]2[CH2:5][CH2:6][O:1][CH2:2][CH2:3]2)=[N:15][CH:16]=1. (4) Given the reactants O.[NH2:2][NH2:3].[CH2:4]([O:6][C:7](=[O:18])[C:8](=O)[CH2:9][C:10](=O)[CH2:11][CH2:12][CH:13]([CH3:15])[CH3:14])[CH3:5], predict the reaction product. The product is: [CH2:4]([O:6][C:7]([C:8]1[CH:9]=[C:10]([CH2:11][CH2:12][CH:13]([CH3:15])[CH3:14])[NH:3][N:2]=1)=[O:18])[CH3:5]. (5) The product is: [C:20]([O:19][C:18](=[O:24])[NH:17][C@H:14]1[CH2:15][CH2:16][N:11]([CH2:10][CH2:9][OH:8])[CH2:12][C@H:13]1[F:25])([CH3:23])([CH3:21])[CH3:22]. Given the reactants [Si]([O:8][CH2:9][CH2:10][N:11]1[CH2:16][CH2:15][C@H:14]([NH:17][C:18](=[O:24])[O:19][C:20]([CH3:23])([CH3:22])[CH3:21])[C@H:13]([F:25])[CH2:12]1)(C(C)(C)C)(C)C.[F-].C([N+](CCCC)(CCCC)CCCC)CCC, predict the reaction product. (6) Given the reactants COC1C=C(OC)C=CC=1C[N:6]([C:31]1[S:32][CH:33]=[CH:34][N:35]=1)[S:7]([C:10]1[CH:11]=[C:12]2[C:17](=[CH:18][CH:19]=1)[C:16]([C:20]1[CH:25]=[CH:24][C:23]([C:26]([F:29])([F:28])[F:27])=[CH:22][C:21]=1[F:30])=[N:15][CH:14]=[CH:13]2)(=[O:9])=[O:8].C(O)(C(F)(F)F)=O, predict the reaction product. The product is: [F:30][C:21]1[CH:22]=[C:23]([C:26]([F:27])([F:29])[F:28])[CH:24]=[CH:25][C:20]=1[C:16]1[C:17]2[C:12](=[CH:11][C:10]([S:7]([NH:6][C:31]3[S:32][CH:33]=[CH:34][N:35]=3)(=[O:9])=[O:8])=[CH:19][CH:18]=2)[CH:13]=[CH:14][N:15]=1. (7) Given the reactants [CH3:1][C:2]1[CH:3]=[C:4]([C:8]2[S:9][CH:10]=[CH:11][CH:12]=2)[CH:5]=[CH:6][CH:7]=1.[Br:13][C:14]1[CH:15]=[CH:16][C:17]([Cl:22])=[C:18]([CH:21]=1)[CH:19]=O, predict the reaction product. The product is: [Br:13][C:14]1[CH:15]=[CH:16][C:17]([Cl:22])=[C:18]([CH2:19][C:10]2[S:9][C:8]([C:4]3[CH:5]=[CH:6][CH:7]=[C:2]([CH3:1])[CH:3]=3)=[CH:12][CH:11]=2)[CH:21]=1.